Dataset: Reaction yield outcomes from USPTO patents with 853,638 reactions. Task: Predict the reaction yield, written as a fraction of the theoretical maximum amount of product (1.0 means a 100% yield; for example, 0.34 means a 34% yield). The reactants are CO[C:3](=[O:26])[C:4]([OH:25])=[CH:5][C:6](=[O:24])[N:7]([C:16]1[CH:21]=[CH:20][C:19]([Cl:22])=[C:18]([Cl:23])[CH:17]=1)[CH2:8][C:9]1[CH:14]=[CH:13][C:12]([F:15])=[CH:11][CH:10]=1.C=O.CN.ClC1C=C(C=CC=1Cl)[CH2:35][N:36](C)[C:37](C1CN(C)C(=O)C=1O)=O. No catalyst specified. The product is [Cl:23][C:18]1[CH:17]=[C:16]([N:7]([CH2:8][C:9]2[CH:14]=[CH:13][C:12]([F:15])=[CH:11][CH:10]=2)[C:6]([C:5]2[CH2:35][N:36]([CH3:37])[C:3](=[O:26])[C:4]=2[OH:25])=[O:24])[CH:21]=[CH:20][C:19]=1[Cl:22]. The yield is 0.680.